From a dataset of Forward reaction prediction with 1.9M reactions from USPTO patents (1976-2016). Predict the product of the given reaction. (1) Given the reactants Cl.CN(C)CCCN=C=NCC.[NH2:13][C:14]1[S:15][C:16]([S:19][CH2:20][C:21]2[O:22][C:23]([C:26]([CH3:29])([CH3:28])[CH3:27])=[CH:24][N:25]=2)=[CH:17][N:18]=1.[CH:30]1([N:33]2[CH2:38][CH2:37][CH:36]([C:39](O)=[O:40])[CH2:35][CH2:34]2)[CH2:32][CH2:31]1.CN(C)C=O, predict the reaction product. The product is: [CH:30]1([N:33]2[CH2:34][CH2:35][CH:36]([C:39]([NH:13][C:14]3[S:15][C:16]([S:19][CH2:20][C:21]4[O:22][C:23]([C:26]([CH3:29])([CH3:28])[CH3:27])=[CH:24][N:25]=4)=[CH:17][N:18]=3)=[O:40])[CH2:37][CH2:38]2)[CH2:32][CH2:31]1. (2) Given the reactants Cl.[NH:2]1[CH2:7][CH2:6][C:5](=[CH:8][C:9]2[CH:10]=[C:11]([CH:23]=[CH:24][CH:25]=2)[O:12][C:13]2[CH:18]=[CH:17][C:16]([C:19]([F:22])([F:21])[F:20])=[CH:15][N:14]=2)[CH2:4][CH2:3]1.C([N:28]([CH2:31]C)[CH2:29][CH3:30])C.[F:33][C:34]1C=C[C:37](N=C=O)=[CH:36][CH:35]=1.[OH2:43], predict the reaction product. The product is: [F:21][C:19]([F:22])([F:20])[C:16]1[CH:17]=[CH:18][C:13]([O:12][C:11]2[CH:10]=[C:9]([CH:25]=[CH:24][CH:23]=2)[CH:8]=[C:5]2[CH2:6][CH2:7][N:2]([C:31]([NH:28][C:29]3[CH:30]=[CH:37][CH:36]=[CH:35][C:34]=3[F:33])=[O:43])[CH2:3][CH2:4]2)=[N:14][CH:15]=1. (3) Given the reactants [H-].[Na+].[CH2:3]([O:5][C:6]1[CH:11]=[CH:10][C:9]([CH2:12][CH2:13][C:14]2[CH:21]=[CH:20][C:17]([CH:18]=O)=[C:16](F)[CH:15]=2)=[CH:8][CH:7]=1)[CH3:4].[OH2:23].C[S:25]([CH3:27])=O, predict the reaction product. The product is: [CH2:3]([O:5][C:6]1[CH:11]=[CH:10][C:9]([CH2:12][CH2:13][C:14]2[CH:21]=[CH:20][C:17]3[CH:18]=[C:27]([C:6]([O:5][CH2:3][CH3:4])=[O:23])[S:25][C:16]=3[CH:15]=2)=[CH:8][CH:7]=1)[CH3:4]. (4) Given the reactants Br[C:2]1[CH:3]=[C:4]2[C:9](=[CH:10][CH:11]=1)[NH:8][C:7](=[O:12])[CH:6]=[CH:5]2.C([O-])([O-])=O.[Na+].[Na+].[Cl:19][C:20]1[CH:25]=[CH:24][C:23](OB(O)O)=[CH:22][CH:21]=1, predict the reaction product. The product is: [Cl:19][C:20]1[CH:25]=[CH:24][C:23]([C:2]2[CH:3]=[C:4]3[C:9](=[CH:10][CH:11]=2)[NH:8][C:7](=[O:12])[CH:6]=[CH:5]3)=[CH:22][CH:21]=1. (5) Given the reactants [F:1][C:2]1[CH:8]=[C:7](Br)[CH:6]=[CH:5][C:3]=1[NH2:4].[CH2:10]([O:12][C:13]1[CH:14]=[C:15](B(O)O)[CH:16]=[CH:17][CH:18]=1)[CH3:11], predict the reaction product. The product is: [CH2:10]([O:12][C:13]1[CH:18]=[C:17]([C:7]2[CH:6]=[CH:5][C:3]([NH2:4])=[C:2]([F:1])[CH:8]=2)[CH:16]=[CH:15][CH:14]=1)[CH3:11]. (6) The product is: [Cl:22][C:13]1[CH:14]=[CH:15][CH:16]=[C:17]([C:18]([F:21])([F:20])[F:19])[C:12]=1[CH2:11][N:4]1[C:5]2[C:6](=[N:7][CH:8]=[CH:9][CH:10]=2)[C:2]([C:25]2[CH:26]=[CH:27][C:28]([C:30]([O:32][CH3:33])=[O:31])=[CH:29][C:24]=2[F:23])=[CH:3]1. Given the reactants Br[C:2]1[C:6]2=[N:7][CH:8]=[CH:9][CH:10]=[C:5]2[N:4]([CH2:11][C:12]2[C:17]([C:18]([F:21])([F:20])[F:19])=[CH:16][CH:15]=[CH:14][C:13]=2[Cl:22])[CH:3]=1.[F:23][C:24]1[CH:29]=[C:28]([C:30]([O:32][CH3:33])=[O:31])[CH:27]=[CH:26][C:25]=1B(O)O.C([O-])([O-])=O.[K+].[K+], predict the reaction product. (7) The product is: [CH3:1][O:2][C:3]([C:5]1[CH:6]=[C:7]2[C:12](=[CH:13][CH:14]=1)[NH:11][CH:10]([C:15]1[CH:20]=[CH:19][CH:18]=[C:17]([N:24]3[CH2:29][CH2:28][O:27][CH2:26][CH2:25]3)[CH:16]=1)[CH2:9][C:8]2([CH3:23])[CH3:22])=[O:4]. Given the reactants [CH3:1][O:2][C:3]([C:5]1[CH:6]=[C:7]2[C:12](=[CH:13][CH:14]=1)[NH:11][CH:10]([C:15]1[CH:20]=[CH:19][CH:18]=[C:17](Br)[CH:16]=1)[CH2:9][C:8]2([CH3:23])[CH3:22])=[O:4].[NH:24]1[CH2:29][CH2:28][O:27][CH2:26][CH2:25]1.Cl.CN(C)CC(O)=O.C(=O)([O-])[O-].[K+].[K+], predict the reaction product. (8) Given the reactants [CH3:1][C:2]1[S:3][C:4](B(O)O)=[CH:5][CH:6]=1.Br[C:11]1[S:15][C:14]([S:16]([N:19]2[CH:23]=[CH:22][CH:21]=[CH:20]2)(=[O:18])=[O:17])=[CH:13][CH:12]=1, predict the reaction product. The product is: [CH3:1][C:2]1[S:3][C:4]([C:11]2[S:15][C:14]([S:16]([N:19]3[CH:23]=[CH:22][CH:21]=[CH:20]3)(=[O:17])=[O:18])=[CH:13][CH:12]=2)=[CH:5][CH:6]=1.